From a dataset of Experimentally validated miRNA-target interactions with 360,000+ pairs, plus equal number of negative samples. Binary Classification. Given a miRNA mature sequence and a target amino acid sequence, predict their likelihood of interaction. (1) The miRNA is hsa-miR-183-5p with sequence UAUGGCACUGGUAGAAUUCACU. The protein sequence of the target gene is MAAGVEAAAEVAATEIKMEEESGAPGVPSGNGAPGPKGEGERPAQNEKRKEKNIKRGGNRFEPYANPTKRYRAFITNIPFDVKWQSLKDLVKEKVGEVTYVELLMDAEGKSRGCAVVEFKMEESMKKAAEVLNKHSLSGRPLKVKEDPDGEHARRAMQKVMATTGGMGMGPGGPGMITIPPSILNNPNIPNEIIHALQAGRLGSTVFVANLDYKVGWKKLKEVFSMAGVVVRADILEDKDGKSRGIGTVTFEQSIEAVQAISMFNGQLLFDRPMHVKMDERALPKGDFFPPERPQQLPHG.... Result: 1 (interaction). (2) The miRNA is ath-miR402 with sequence UUCGAGGCCUAUUAAACCUCUG. The protein sequence of the target gene is MGTRQTKGSLAERASPGAAPGPRRERPDFWASLLLRAGDKAGRAGAGMPPYHRRVGMVQELLRMVRQGRREEAGTLLQHLRQDLGMESTSLDDVLYRYASFRNLVDPITHDLIISLARYIHCPKPEGDALGAMEKLCRQLTYHLSPHSQWRRHRGLVKRKPQACLKAVLAGSPPDNTVDLSGIPLTSRDLERVTSYLQRCGEQVDSVELGFTGLTDDMVLQLLPALSTLPRLTTLALNGNRLTRAVLRDLTDILKDPSKFPNVTWIDLGNNVDIFSLPQPFLLSLRKRSPKQGHLPTILE.... Result: 0 (no interaction). (3) The miRNA is mmu-miR-34c-5p with sequence AGGCAGUGUAGUUAGCUGAUUGC. The protein sequence of the target gene is MMPTELTSLIPGMFDDFSYDSTASTDDYMNLNFSSFFCKKNNVRQFASHFLPPLYWLVFIVGTLGNSLVILVYWYCTRVKTMTDMFLLNLAIADLLFLATLPFWAIAAAGQWMFQTFMCKVVNSMYKMNFYSCVLLIMCISVDRYIAIVQAMKAQVWRQKRLLYSKMVCITIWVMAAVLCTPEILYSQVSGESGIATCTMVYPKDKNAKLKSAVLILKVTLGFFLPFMVMAFCYTIIIHTLVQAKKSSKHKALKVTITVLTVFIMSQFPYNSILVVQAVDAYAMFISNCTISTNIDICFQ.... Result: 0 (no interaction). (4) The miRNA is hsa-miR-18a-3p with sequence ACUGCCCUAAGUGCUCCUUCUGG. The protein sequence of the target gene is MAGGKAGKDSGKAKAKAVSRSQRAGLQFPVGRIHRHLKTRTTSHGRVGATAAVYSAAILEYLTAEVLELAGNASKDLKVKRITPRHLQLAIRGDEELDSLIKATIAGGGVIPHIHKSLIGKKGQQKTA. Result: 1 (interaction). (5) The miRNA is hsa-miR-6808-5p with sequence CAGGCAGGGAGGUGGGACCAUG. The protein sequence of the target gene is MAAGVDCGDGVGARQHVFLVSEYLKDASKKMKNGLMFVKLVNPCSGEGAIYLFNMCLQQLFEVKVFKEKHHSWFINQSVQSGGLLHFATPVDPLFLLLHYLIKADKEGKFQPLDQVVVDNVFPNCILLLKLPGLEKLLHHVTEEKGNPEIDNKKYYKYSKEKTLKWLEKKVNQTVAALKTNNVNVSSRVQSTAFFSGDQASTDKEEDYIRYAHGLISDYIPKELSDDLSKYLKLPEPSASLPNPPSKKIKLSDEPVEAKEDYTKFNTKDLKTEKKNSKMTAAQKALAKVDKSGMKSIDTF.... Result: 1 (interaction). (6) The miRNA is hsa-miR-6885-3p with sequence CUUUGCUUCCUGCUCCCCUAG. The protein sequence of the target gene is MDQSVAIQETLAEGEYCVIAVQGVLCEGDSRQSRLLGLVRYRLEHGGQEHALFLYTHRRMAITGDDVSLDQIVPVSRDFTLEEVSPDGELYILGSDVTVQLDTAELSLVFQLPFGSQTRMFLHEVARACPGFDSATRDPEFLWLSRYRCAELELEMPTPRGCNSALVTWPGYATIGGGRYPSRKKRWGLEEARPQGAGSVLFWGGAMEKTGFRLMERAHGGGFVWGRSARDGRRDEELEEAGREMSAAAGSRERNTAGGSNFDGLRPNGKGVPMDQSSRGQDKPESLQPRQNKSKSEITD.... Result: 0 (no interaction). (7) The miRNA is hsa-miR-4433b-5p with sequence AUGUCCCACCCCCACUCCUGU. The protein sequence of the target gene is MALLPRALGVGAAPSLRRAARALTCAMASPGEPQPPAPDTSSFDYLVIGGGSGGLASARRAAELGARAAVVESHKLGGTCVNVGCVPKKVMWNTAVHSEFMHDHVDYGFQSCEGKFSWHVIKQKRDAYVSRLNTIYQNNLTKSHIEIIHGYATFADGPRPTVEVNGKKFTAPHILIATGGVPTVPHESQIPGASLGITSDGFFQLEDLPSRSVIVGAGYIAVEIAGILSALGSKTSLMIRHDKVLRNFDSLISSNCTEELENAGVEVLKFTQVKEVKKTSSGLELQVVTSVPGRKPTTTM.... Result: 0 (no interaction). (8) The miRNA is hsa-miR-4460 with sequence AUAGUGGUUGUGAAUUUACCUU. The protein sequence of the target gene is MRMCAPVRGLFLALVVVLRTAVAFAPVPRLTWEHGEVGLVQFHKPGIFNYSALLMSEDKDTLYVGAREAVFAVNALNISEKQHEVYWKVSEDKKSKCAEKGKSKQTECLNYIRVLQPLSSTSLYVCGTNAFQPTCDHLNLTSFKFLGKSEDGKGRCPFDPAHSYTSVMVGGELYSGTSYNFLGSEPIISRNSSHSPLRTEYAIPWLNEPSFVFADVIQKSPDGPEGEDDKVYFFFTEVSVEYEFVFKLMIPRVARVCKGDQGGLRTLQKKWTSFLKARLICSKPDSGLVFNILQDVFVLR.... Result: 0 (no interaction).